From a dataset of Forward reaction prediction with 1.9M reactions from USPTO patents (1976-2016). Predict the product of the given reaction. (1) Given the reactants [Cl:1][C:2]1[CH:7]=[CH:6][C:5]([CH2:8][CH2:9][N:10]2[CH2:15][CH2:14][C:13]3([CH2:24][C:23](=[O:25])[C:22]4[C:17](=[CH:18][CH:19]=[C:20](/[CH:26]=[CH:27]/[C:28](O)=[O:29])[CH:21]=4)[O:16]3)[CH2:12][CH2:11]2)=[CH:4][CH:3]=1.[NH2:31][O:32][CH:33]1[CH2:38][CH2:37][CH2:36][CH2:35][O:34]1, predict the reaction product. The product is: [Cl:1][C:2]1[CH:7]=[CH:6][C:5]([CH2:8][CH2:9][N:10]2[CH2:11][CH2:12][C:13]3([CH2:24][C:23](=[O:25])[C:22]4[C:17](=[CH:18][CH:19]=[C:20](/[CH:26]=[CH:27]/[C:28]([NH:31][O:32][CH:33]5[CH2:38][CH2:37][CH2:36][CH2:35][O:34]5)=[O:29])[CH:21]=4)[O:16]3)[CH2:14][CH2:15]2)=[CH:4][CH:3]=1. (2) Given the reactants C([Li])CCC.Br[C:7]1[CH:12]=[CH:11][C:10]([Br:13])=[CH:9][N:8]=1.[CH3:14][C:15]([CH3:17])=[O:16].[Cl-].[NH4+], predict the reaction product. The product is: [Br:13][C:10]1[CH:11]=[CH:12][C:7]([C:15]([OH:16])([CH3:17])[CH3:14])=[N:8][CH:9]=1.